Task: Regression. Given two drug SMILES strings and cell line genomic features, predict the synergy score measuring deviation from expected non-interaction effect.. Dataset: NCI-60 drug combinations with 297,098 pairs across 59 cell lines (1) Drug 1: CCCCCOC(=O)NC1=NC(=O)N(C=C1F)C2C(C(C(O2)C)O)O. Drug 2: C1CCC(C(C1)N)N.C(=O)(C(=O)[O-])[O-].[Pt+4]. Cell line: RXF 393. Synergy scores: CSS=5.29, Synergy_ZIP=-2.06, Synergy_Bliss=-0.334, Synergy_Loewe=-7.04, Synergy_HSA=-2.93. (2) Drug 1: C1CCN(CC1)CCOC2=CC=C(C=C2)C(=O)C3=C(SC4=C3C=CC(=C4)O)C5=CC=C(C=C5)O. Drug 2: CC1=CC=C(C=C1)C2=CC(=NN2C3=CC=C(C=C3)S(=O)(=O)N)C(F)(F)F. Cell line: HL-60(TB). Synergy scores: CSS=-5.58, Synergy_ZIP=6.90, Synergy_Bliss=4.41, Synergy_Loewe=3.68, Synergy_HSA=-3.47. (3) Drug 1: CNC(=O)C1=CC=CC=C1SC2=CC3=C(C=C2)C(=NN3)C=CC4=CC=CC=N4. Drug 2: CC=C1C(=O)NC(C(=O)OC2CC(=O)NC(C(=O)NC(CSSCCC=C2)C(=O)N1)C(C)C)C(C)C. Cell line: MCF7. Synergy scores: CSS=16.2, Synergy_ZIP=2.48, Synergy_Bliss=4.23, Synergy_Loewe=-21.9, Synergy_HSA=5.06. (4) Drug 1: CC12CCC(CC1=CCC3C2CCC4(C3CC=C4C5=CN=CC=C5)C)O. Drug 2: CS(=O)(=O)C1=CC(=C(C=C1)C(=O)NC2=CC(=C(C=C2)Cl)C3=CC=CC=N3)Cl. Cell line: HCC-2998. Synergy scores: CSS=13.1, Synergy_ZIP=-2.82, Synergy_Bliss=4.87, Synergy_Loewe=-1.36, Synergy_HSA=2.40. (5) Cell line: NCI/ADR-RES. Drug 1: C1CCN(CC1)CCOC2=CC=C(C=C2)C(=O)C3=C(SC4=C3C=CC(=C4)O)C5=CC=C(C=C5)O. Drug 2: C1C(C(OC1N2C=NC3=C2NC=NCC3O)CO)O. Synergy scores: CSS=5.88, Synergy_ZIP=0.186, Synergy_Bliss=4.11, Synergy_Loewe=0.709, Synergy_HSA=0.839. (6) Drug 1: CNC(=O)C1=CC=CC=C1SC2=CC3=C(C=C2)C(=NN3)C=CC4=CC=CC=N4. Drug 2: CC1CCC2CC(C(=CC=CC=CC(CC(C(=O)C(C(C(=CC(C(=O)CC(OC(=O)C3CCCCN3C(=O)C(=O)C1(O2)O)C(C)CC4CCC(C(C4)OC)O)C)C)O)OC)C)C)C)OC. Cell line: U251. Synergy scores: CSS=35.1, Synergy_ZIP=-1.65, Synergy_Bliss=-0.352, Synergy_Loewe=4.64, Synergy_HSA=5.92.